Dataset: Forward reaction prediction with 1.9M reactions from USPTO patents (1976-2016). Task: Predict the product of the given reaction. (1) Given the reactants O[C:2]1[CH:7]=[CH:6][C:5]([CH:8]([C:15]2[CH:20]=[CH:19][CH:18]=[CH:17][CH:16]=2)[CH2:9][C:10]([O:12]CC)=[O:11])=[CH:4][CH:3]=1.[CH3:21][O:22]/[N:23]=[C:24](/[C:35]1[CH:40]=[CH:39][CH:38]=[CH:37][CH:36]=1)\[CH2:25][O:26][C:27]1[CH:32]=[CH:31][C:30]([CH2:33][OH:34])=[CH:29][CH:28]=1, predict the reaction product. The product is: [CH3:21][O:22]/[N:23]=[C:24](/[C:35]1[CH:40]=[CH:39][CH:38]=[CH:37][CH:36]=1)\[CH2:25][O:26][C:27]1[CH:32]=[CH:31][C:30]([CH2:33][O:34][C:18]2[CH:17]=[CH:16][C:15]([CH:8]([C:5]3[CH:6]=[CH:7][CH:2]=[CH:3][CH:4]=3)[CH2:9][C:10]([OH:12])=[O:11])=[CH:20][CH:19]=2)=[CH:29][CH:28]=1. (2) Given the reactants [O:1]=[C:2]1[N:8]([CH:9]2[CH2:14][CH2:13][N:12]([C:15]([NH:17][C@H:18]([CH2:22][C:23]3[CH:32]=[CH:31][C:30]4[CH2:29][CH2:28][CH2:27][CH2:26][C:25]=4[CH:24]=3)[C:19](O)=[O:20])=[O:16])[CH2:11][CH2:10]2)[CH2:7][CH2:6][C:5]2[CH:33]=[CH:34][CH:35]=[CH:36][C:4]=2[NH:3]1.CN(C(ON1N=NC2C=CC=CC1=2)=[N+](C)C)C.[B-](F)(F)(F)F.C(N(C(C)C)C(C)C)C.[CH3:68][N:69]1[CH2:74][CH2:73][N:72]([CH:75]2[CH2:80][CH2:79][NH:78][CH2:77][CH2:76]2)[CH2:71][CH2:70]1.C([O-])([O-])=O.[K+].[K+], predict the reaction product. The product is: [CH3:68][N:69]1[CH2:74][CH2:73][N:72]([CH:75]2[CH2:80][CH2:79][N:78]([C:19](=[O:20])[C@H:18]([NH:17][C:15]([N:12]3[CH2:11][CH2:10][CH:9]([N:8]4[CH2:7][CH2:6][C:5]5[CH:33]=[CH:34][CH:35]=[CH:36][C:4]=5[NH:3][C:2]4=[O:1])[CH2:14][CH2:13]3)=[O:16])[CH2:22][C:23]3[CH:32]=[CH:31][C:30]4[CH2:29][CH2:28][CH2:27][CH2:26][C:25]=4[CH:24]=3)[CH2:77][CH2:76]2)[CH2:71][CH2:70]1. (3) The product is: [C:1]([C:5]1[CH:23]=[CH:22][C:8]([C:9]([NH:11][C:12]2[N:13]=[C:14]3[CH:19]=[CH:18][C:17]([N:24]4[CH:28]=[C:27]([CH2:29][OH:30])[N:26]=[CH:25]4)=[N:16][N:15]3[CH:21]=2)=[O:10])=[CH:7][CH:6]=1)([CH3:4])([CH3:3])[CH3:2]. Given the reactants [C:1]([C:5]1[CH:23]=[CH:22][C:8]([C:9]([NH:11][C:12]2[N:13]=[C:14]3[CH:19]=[CH:18][C:17](Cl)=[N:16][N:15]3[CH:21]=2)=[O:10])=[CH:7][CH:6]=1)([CH3:4])([CH3:3])[CH3:2].[NH:24]1[CH:28]=[C:27]([CH2:29][OH:30])[N:26]=[CH:25]1.[H-].[Na+].O, predict the reaction product. (4) Given the reactants S(=O)(=O)(O)O.N[C:7]1[CH:8]=[C:9]([OH:17])[C:10](=[CH:15][CH:16]=1)[C:11]([O:13][CH3:14])=[O:12].C(Cl)Cl.[C:21]1(=[O:27])[O:26][C:24](=[O:25])[CH2:23][CH2:22]1.Cl.C([N:31](CC)CC)C, predict the reaction product. The product is: [C:21]([CH2:22][CH2:23][C:24]([NH:31][C:8]1[C:9]([OH:17])=[C:10]([CH:15]=[CH:16][CH:7]=1)[C:11]([O:13][CH3:14])=[O:12])=[O:25])([OH:26])=[O:27]. (5) Given the reactants Cl.[CH:2]1([CH2:5][O:6][C:7]2[CH:12]=[CH:11][C:10]([F:13])=[CH:9][C:8]=2[C:14]2[C:15]3[NH:22][C:21]([CH3:23])=[C:20]([C:24]([NH:26][C@@H:27]4[CH2:31][CH2:30][NH:29][CH2:28]4)=[O:25])[C:16]=3[N:17]=[CH:18][N:19]=2)[CH2:4][CH2:3]1.[C:32](Cl)(=[O:34])[CH3:33], predict the reaction product. The product is: [C:32]([N:29]1[CH2:30][CH2:31][C@@H:27]([NH:26][C:24]([C:20]2[C:16]3[N:17]=[CH:18][N:19]=[C:14]([C:8]4[CH:9]=[C:10]([F:13])[CH:11]=[CH:12][C:7]=4[O:6][CH2:5][CH:2]4[CH2:4][CH2:3]4)[C:15]=3[NH:22][C:21]=2[CH3:23])=[O:25])[CH2:28]1)(=[O:34])[CH3:33].